This data is from Catalyst prediction with 721,799 reactions and 888 catalyst types from USPTO. The task is: Predict which catalyst facilitates the given reaction. (1) Reactant: [NH2:1][C:2]1[N:3]=[C:4]([O:35][CH3:36])[C:5]2[C:10]([C:11]3[CH:16]=[CH:15][CH:14]=[CH:13][CH:12]=3)=[C:9]([C:17]3[CH:22]=[CH:21][C:20]([C:23]4([NH:27]C(=O)OC(C)(C)C)[CH2:26][CH2:25][CH2:24]4)=[CH:19][CH:18]=3)[O:8][C:6]=2[N:7]=1.C(O)(C(F)(F)F)=O.C(=O)([O-])O.[Na+]. Product: [NH2:27][C:23]1([C:20]2[CH:19]=[CH:18][C:17]([C:9]3[O:8][C:6]4[N:7]=[C:2]([NH2:1])[N:3]=[C:4]([O:35][CH3:36])[C:5]=4[C:10]=3[C:11]3[CH:16]=[CH:15][CH:14]=[CH:13][CH:12]=3)=[CH:22][CH:21]=2)[CH2:24][CH2:25][CH2:26]1. The catalyst class is: 2. (2) Reactant: [NH2:1]C1N=C(C2CCN(C(=O)CN3C(C)=CC(C(F)(F)F)=N3)CC2)SC=1.C(N(C(C)C)CC)(C)C.[C:35]1([O:41][C:42](Cl)=[O:43])[CH:40]=[CH:39][CH:38]=[CH:37][CH:36]=1. Product: [C:35]1([O:41][C:42](=[O:43])[NH2:1])[CH:40]=[CH:39][CH:38]=[CH:37][CH:36]=1. The catalyst class is: 4. (3) Reactant: [CH3:1][C:2]1[CH:7]=[CH:6][C:5]([NH:8][C:9](=[O:25])[C:10]2[C:15]([CH3:16])=[CH:14][CH:13]=[CH:12][C:11]=2[NH:17]C(OC(C)(C)C)=O)=[CH:4][CH:3]=1.[ClH:26]. Product: [ClH:26].[NH2:17][C:11]1[CH:12]=[CH:13][CH:14]=[C:15]([CH3:16])[C:10]=1[C:9]([NH:8][C:5]1[CH:6]=[CH:7][C:2]([CH3:1])=[CH:3][CH:4]=1)=[O:25]. The catalyst class is: 71. (4) Reactant: [Cl:1][C:2]1[CH:3]=[CH:4][C:5]2[N:6]([N:12]=[C:13]([N:15]3[CH2:19][CH2:18][CH2:17][CH2:16]3)[CH:14]=2)[C:7]=1[Si:8]([CH3:11])([CH3:10])[CH3:9].[Br:20]N1C(=O)CCC1=O.C(=O)(O)[O-].[Na+]. Product: [Br:20][C:14]1[C:13]([N:15]2[CH2:16][CH2:17][CH2:18][CH2:19]2)=[N:12][N:6]2[C:7]([Si:8]([CH3:11])([CH3:10])[CH3:9])=[C:2]([Cl:1])[CH:3]=[CH:4][C:5]=12. The catalyst class is: 10. (5) Product: [C:9]([O:13][C:14](=[O:24])[CH:15]([CH2:17][C:18]1[CH:23]=[CH:22][CH:21]=[CH:20][CH:19]=1)[NH:16][C:36]([C:33]1[CH:34]=[C:35]2[C:30]([C:29]([Cl:39])=[CH:28][N:27]=[C:26]2[Cl:25])=[CH:31][CH:32]=1)=[O:37])([CH3:12])([CH3:10])[CH3:11]. The catalyst class is: 2. Reactant: CCN(CC)CC.Cl.[C:9]([O:13][C:14](=[O:24])[CH:15]([CH2:17][C:18]1[CH:23]=[CH:22][CH:21]=[CH:20][CH:19]=1)[NH2:16])([CH3:12])([CH3:11])[CH3:10].[Cl:25][C:26]1[C:35]2[C:30](=[CH:31][CH:32]=[C:33]([C:36](Cl)=[O:37])[CH:34]=2)[C:29]([Cl:39])=[CH:28][N:27]=1. (6) Reactant: [CH3:1][NH:2][C:3]1[N:4]([CH3:14])[N:5]=[C:6]([C:8]2[CH:9]=[N:10][CH:11]=[CH:12][CH:13]=2)[CH:7]=1.[CH3:15][CH:16]([CH2:20][S:21][CH3:22])[C:17](Cl)=[O:18]. Product: [CH3:15][CH:16]([CH2:20][S:21][CH3:22])[C:17]([N:2]([CH3:1])[C:3]1[N:4]([CH3:14])[N:5]=[C:6]([C:8]2[CH:9]=[N:10][CH:11]=[CH:12][CH:13]=2)[CH:7]=1)=[O:18]. The catalyst class is: 68. (7) Reactant: Cl[C:2]1[NH:7][CH:6]([CH3:8])[N:5]=[C:4]2[N:9]([C:17]3[C:22]([CH3:23])=[CH:21][C:20]([CH3:24])=[CH:19][C:18]=3[CH3:25])[C:10]([CH3:16])=[C:11]([C:12](=[O:15])[CH2:13][Cl:14])[C:3]=12.[NH2:26][CH:27]([CH2:31][CH2:32][CH3:33])[CH2:28][CH2:29][CH3:30].C(N(CC)CC)C. Product: [CH3:30][CH2:29][CH2:28][CH:27]([NH:26][C:2]1[NH:7][CH:6]([CH3:8])[N:5]=[C:4]2[N:9]([C:17]3[C:22]([CH3:23])=[CH:21][C:20]([CH3:24])=[CH:19][C:18]=3[CH3:25])[C:10]([CH3:16])=[C:11]([C:12](=[O:15])[CH2:13][Cl:14])[C:3]=12)[CH2:31][CH2:32][CH3:33]. The catalyst class is: 13. (8) Reactant: NN.[Br:3][C:4]1[C:5]([OH:25])=[C:6]([N:14]2C(=O)C3C(=CC=CC=3)C2=O)[CH:7]=[C:8]([S:10]([CH3:13])(=[O:12])=[O:11])[CH:9]=1. Product: [NH2:14][C:6]1[CH:7]=[C:8]([S:10]([CH3:13])(=[O:12])=[O:11])[CH:9]=[C:4]([Br:3])[C:5]=1[OH:25]. The catalyst class is: 162. (9) Reactant: C(OC([N:8]1[CH2:11][CH:10]([C:12]2[CH:17]=[C:16]([CH2:18][CH3:19])[C:15]([N:20]([CH3:31])[C:21]3[N:26]=[CH:25][C:24]4[N:27]=[CH:28][N:29]([CH3:30])[C:23]=4[CH:22]=3)=[CH:14][N:13]=2)[CH2:9]1)=O)(C)(C)C.C(O)(C(F)(F)F)=O.O. Product: [NH:8]1[CH2:9][CH:10]([C:12]2[N:13]=[CH:14][C:15]([N:20]([CH3:31])[C:21]3[N:26]=[CH:25][C:24]4[N:27]=[CH:28][N:29]([CH3:30])[C:23]=4[CH:22]=3)=[C:16]([CH2:18][CH3:19])[CH:17]=2)[CH2:11]1. The catalyst class is: 2.